Dataset: Forward reaction prediction with 1.9M reactions from USPTO patents (1976-2016). Task: Predict the product of the given reaction. (1) Given the reactants C1CCCCC=1.CSC.[BH3:10].[CH2:11]([NH:14][C:15](=[O:24])[O:16][CH2:17][C:18]1[CH:23]=[CH:22][CH:21]=[CH:20][CH:19]=1)[C:12]#[CH:13].[OH2:25].[OH2:26].C[N+]([O-])(C)C, predict the reaction product. The product is: [CH2:17]([O:16][C:15]([NH:14][CH2:11]/[CH:12]=[CH:13]/[B:10]([OH:26])[OH:25])=[O:24])[C:18]1[CH:19]=[CH:20][CH:21]=[CH:22][CH:23]=1. (2) The product is: [ClH:19].[NH:4]1[CH2:3][CH:2]([O:1][C:20]2[N:25]=[CH:24][C:23]([F:26])=[CH:22][N:21]=2)[CH2:5]1. Given the reactants [OH:1][CH:2]1[CH2:5][N:4](C(OC(C)(C)C)=O)[CH2:3]1.CC(C)([O-])C.[K+].[Cl:19][C:20]1[N:25]=[CH:24][C:23]([F:26])=[CH:22][N:21]=1, predict the reaction product. (3) Given the reactants [OH:1][C:2]1[CH:3]=[C:4]([CH:9]=[CH:10][C:11]([OH:13])=[O:12])[CH:5]=[CH:6][C:7]=1[OH:8].S(Cl)(Cl)=O.[CH3:18][CH:19](O)[CH3:20], predict the reaction product. The product is: [CH:19]([O:12][C:11](=[O:13])[CH:10]=[CH:9][C:4]1[CH:5]=[CH:6][C:7]([OH:8])=[C:2]([OH:1])[CH:3]=1)([CH3:20])[CH3:18]. (4) The product is: [Cl:1][C:2]1[CH:7]=[CH:6][C:5]([C@@:8]2([CH3:28])[C@@H:15]([C:16]3[CH:21]=[CH:20][CH:19]=[CH:18][CH:17]=3)[N:14]3[C:10]([S:11][C:12]([C:25]([N:29]4[CH2:41][CH2:40][CH2:39][C@H:30]4[C:31]([N:33]4[CH2:34][CH2:35][O:36][CH2:37][CH2:38]4)=[O:32])=[O:27])=[C:13]3[CH:22]([CH3:23])[CH3:24])=[N:9]2)=[CH:4][CH:3]=1. Given the reactants [Cl:1][C:2]1[CH:7]=[CH:6][C:5]([C@@:8]2([CH3:28])[C@@H:15]([C:16]3[CH:21]=[CH:20][CH:19]=[CH:18][CH:17]=3)[N:14]3[C:10]([S:11][C:12]([C:25]([OH:27])=O)=[C:13]3[CH:22]([CH3:24])[CH3:23])=[N:9]2)=[CH:4][CH:3]=1.[NH:29]1[CH2:41][CH2:40][CH2:39][C@H:30]1[C:31]([N:33]1[CH2:38][CH2:37][O:36][CH2:35][CH2:34]1)=[O:32], predict the reaction product. (5) Given the reactants [NH2:1][C:2]1[CH:11]=[CH:10][C:5]2[NH:6][C:7](=[O:9])[NH:8][C:4]=2[CH:3]=1.Cl[CH2:13][C:14]([N:16]1[CH2:21][CH2:20][CH:19]([CH2:22][C:23]2[CH:28]=[CH:27][CH:26]=[CH:25][CH:24]=2)[CH2:18][CH2:17]1)=[O:15], predict the reaction product. The product is: [CH2:22]([CH:19]1[CH2:18][CH2:17][N:16]([C:14](=[O:15])[CH2:13][NH:1][C:2]2[CH:11]=[CH:10][C:5]3[NH:6][C:7](=[O:9])[NH:8][C:4]=3[CH:3]=2)[CH2:21][CH2:20]1)[C:23]1[CH:28]=[CH:27][CH:26]=[CH:25][CH:24]=1.